The task is: Predict the product of the given reaction.. This data is from Forward reaction prediction with 1.9M reactions from USPTO patents (1976-2016). Given the reactants [NH2:1][C:2]1[CH:3]=[C:4]2[C:8](=[CH:9][CH:10]=1)[NH:7][CH:6]=[C:5]2[CH:11]1[CH2:16][CH2:15][CH2:14][CH:13]([N:17]([CH3:25])[C:18](=[O:24])[O:19][C:20]([CH3:23])([CH3:22])[CH3:21])[CH2:12]1.I.[S:27]1[CH:31]=[CH:30][CH:29]=[C:28]1[C:32](SC)=[NH:33], predict the reaction product. The product is: [CH3:25][N:17]([CH:13]1[CH2:14][CH2:15][CH2:16][CH:11]([C:5]2[C:4]3[C:8](=[CH:9][CH:10]=[C:2]([NH:1][C:32]([C:28]4[S:27][CH:31]=[CH:30][CH:29]=4)=[NH:33])[CH:3]=3)[NH:7][CH:6]=2)[CH2:12]1)[C:18](=[O:24])[O:19][C:20]([CH3:21])([CH3:22])[CH3:23].